From a dataset of NCI-60 drug combinations with 297,098 pairs across 59 cell lines. Regression. Given two drug SMILES strings and cell line genomic features, predict the synergy score measuring deviation from expected non-interaction effect. (1) Drug 1: C1=NC2=C(N=C(N=C2N1C3C(C(C(O3)CO)O)O)F)N. Drug 2: C1C(C(OC1N2C=NC(=NC2=O)N)CO)O. Cell line: M14. Synergy scores: CSS=14.3, Synergy_ZIP=-7.42, Synergy_Bliss=-8.84, Synergy_Loewe=-8.36, Synergy_HSA=-7.81. (2) Drug 1: COC1=CC(=CC(=C1O)OC)C2C3C(COC3=O)C(C4=CC5=C(C=C24)OCO5)OC6C(C(C7C(O6)COC(O7)C8=CC=CS8)O)O. Drug 2: CCCCC(=O)OCC(=O)C1(CC(C2=C(C1)C(=C3C(=C2O)C(=O)C4=C(C3=O)C=CC=C4OC)O)OC5CC(C(C(O5)C)O)NC(=O)C(F)(F)F)O. Cell line: HS 578T. Synergy scores: CSS=16.1, Synergy_ZIP=-1.53, Synergy_Bliss=-4.89, Synergy_Loewe=-7.75, Synergy_HSA=-4.15. (3) Drug 1: CCCCCOC(=O)NC1=NC(=O)N(C=C1F)C2C(C(C(O2)C)O)O. Drug 2: CC12CCC3C(C1CCC2O)C(CC4=C3C=CC(=C4)O)CCCCCCCCCS(=O)CCCC(C(F)(F)F)(F)F. Cell line: HCC-2998. Synergy scores: CSS=-16.9, Synergy_ZIP=-7.62, Synergy_Bliss=-27.6, Synergy_Loewe=-37.1, Synergy_HSA=-36.1. (4) Synergy scores: CSS=11.5, Synergy_ZIP=-4.22, Synergy_Bliss=-6.53, Synergy_Loewe=-16.1, Synergy_HSA=-4.15. Drug 1: C1CN(P(=O)(OC1)NCCCl)CCCl. Drug 2: C(CCl)NC(=O)N(CCCl)N=O. Cell line: MOLT-4. (5) Drug 1: C1=NC2=C(N1)C(=S)N=CN2. Drug 2: CCN(CC)CCCC(C)NC1=C2C=C(C=CC2=NC3=C1C=CC(=C3)Cl)OC. Cell line: SF-539. Synergy scores: CSS=50.3, Synergy_ZIP=-8.87, Synergy_Bliss=-10.2, Synergy_Loewe=-21.4, Synergy_HSA=-5.81.